Dataset: Reaction yield outcomes from USPTO patents with 853,638 reactions. Task: Predict the reaction yield, written as a fraction of the theoretical maximum amount of product (1.0 means a 100% yield; for example, 0.34 means a 34% yield). (1) The reactants are [Cl:1][CH2:2][CH2:3][C:4]([C:6]1[CH:11]=[CH:10][CH:9]=[CH:8][CH:7]=1)=[O:5].[CH2:12]([Mg]Br)[CH:13]=[CH2:14]. The catalyst is C1COCC1. The product is [Cl:1][CH2:2][CH2:3][C:4]([C:6]1[CH:11]=[CH:10][CH:9]=[CH:8][CH:7]=1)([OH:5])[CH2:14][CH:13]=[CH2:12]. The yield is 0.860. (2) The catalyst is O1CCOCC1. The reactants are Cl[C:2]1[N:11]=[C:10]2[C:5]([C:6](=[O:25])[CH:7]=[C:8]([NH:18][C:19]3[CH:24]=[CH:23][CH:22]=[CH:21][CH:20]=3)[N:9]2[C:12]2[CH:17]=[CH:16][CH:15]=[CH:14][CH:13]=2)=[C:4]([CH3:26])[CH:3]=1.[NH:27]1[CH2:32][CH2:31][O:30][CH2:29][CH2:28]1. The product is [CH3:26][C:4]1[CH:3]=[C:2]([N:27]2[CH2:32][CH2:31][O:30][CH2:29][CH2:28]2)[N:11]=[C:10]2[C:5]=1[C:6](=[O:25])[CH:7]=[C:8]([NH:18][C:19]1[CH:24]=[CH:23][CH:22]=[CH:21][CH:20]=1)[N:9]2[C:12]1[CH:17]=[CH:16][CH:15]=[CH:14][CH:13]=1. The yield is 0.920.